This data is from Reaction yield outcomes from USPTO patents with 853,638 reactions. The task is: Predict the reaction yield, written as a fraction of the theoretical maximum amount of product (1.0 means a 100% yield; for example, 0.34 means a 34% yield). (1) The reactants are [CH2:1]([O:8][C:9]1[CH:16]=[CH:15][C:12]([C:13]#[N:14])=[C:11]([F:17])[CH:10]=1)[C:2]1[CH:7]=[CH:6][CH:5]=[CH:4][CH:3]=1.Cl.[NH2:19][OH:20].C(=O)([O-])[O-].[Na+].[Na+].C(OCC)(=O)C. The catalyst is O.C(O)C. The product is [CH2:1]([O:8][C:9]1[CH:16]=[CH:15][C:12]([C:13]([NH:19][OH:20])=[NH:14])=[C:11]([F:17])[CH:10]=1)[C:2]1[CH:3]=[CH:4][CH:5]=[CH:6][CH:7]=1. The yield is 0.860. (2) The catalyst is O1CCCC1.C(OCC)(=O)C.C([O-])(=O)C.[Cu+2].C([O-])(=O)C. The yield is 0.450. The reactants are [CH2:1]([N:8]1[C:12]([NH2:13])=[CH:11][CH:10]=[N:9]1)[C:2]1[CH:7]=[CH:6][CH:5]=[CH:4][CH:3]=1.[Si:14]([O:21][C:22]1[CH:27]=[CH:26][C:25](B(O)O)=[CH:24][CH:23]=1)([C:17]([CH3:20])([CH3:19])[CH3:18])([CH3:16])[CH3:15].N1C=CC=CC=1. The product is [CH2:1]([N:8]1[C:12]([NH:13][C:25]2[CH:26]=[CH:27][C:22]([O:21][Si:14]([C:17]([CH3:20])([CH3:19])[CH3:18])([CH3:15])[CH3:16])=[CH:23][CH:24]=2)=[CH:11][CH:10]=[N:9]1)[C:2]1[CH:3]=[CH:4][CH:5]=[CH:6][CH:7]=1. (3) The reactants are C([O:3][C:4](=[O:14])[C:5]([C:7]1[S:8][C:9]([Br:13])=[C:10]([Br:12])[CH:11]=1)=[O:6])C.[OH-].[Na+].C(O)(=O)C. The catalyst is O. The product is [Br:12][C:10]1[CH:11]=[C:7]([C:5](=[O:6])[C:4]([OH:14])=[O:3])[S:8][C:9]=1[Br:13]. The yield is 0.860. (4) The reactants are [Cl:1][C:2]1[CH:11]=[CH:10][C:9](I)=[CH:8][C:3]=1[C:4]([O:6][CH3:7])=[O:5].[C:13]([Si:15]([CH3:18])([CH3:17])[CH3:16])#[CH:14]. The catalyst is C(N(CC)CC)C.CCOC(C)=O.[Cu]I.Cl[Pd](Cl)([P](C1C=CC=CC=1)(C1C=CC=CC=1)C1C=CC=CC=1)[P](C1C=CC=CC=1)(C1C=CC=CC=1)C1C=CC=CC=1. The product is [Cl:1][C:2]1[CH:11]=[CH:10][C:9]([C:14]#[C:13][Si:15]([CH3:18])([CH3:17])[CH3:16])=[CH:8][C:3]=1[C:4]([O:6][CH3:7])=[O:5]. The yield is 0.900. (5) The reactants are [C:1]([O:5][C:6]([N:8]1[C:12]2[CH:13]=[CH:14][CH:15]=[CH:16][C:11]=2[N:10]=[C:9]1[CH2:17][NH:18][CH:19]1[C:28]2[N:27]=[CH:26][CH:25]=[CH:24][C:23]=2[CH2:22][CH2:21][CH2:20]1)=[O:7])([CH3:4])([CH3:3])[CH3:2].[C:29]([O:33][C:34](=[O:39])[NH:35][CH2:36][CH:37]=O)([CH3:32])([CH3:31])[CH3:30].C(O[BH-](OC(=O)C)OC(=O)C)(=O)C.[Na+].C([O-])(O)=O.[Na+]. The catalyst is ClCCl. The product is [C:1]([O:5][C:6]([N:8]1[C:12]2[CH:13]=[CH:14][CH:15]=[CH:16][C:11]=2[N:10]=[C:9]1[CH2:17][N:18]([CH2:37][CH2:36][NH:35][C:34]([O:33][C:29]([CH3:32])([CH3:31])[CH3:30])=[O:39])[CH:19]1[C:28]2[N:27]=[CH:26][CH:25]=[CH:24][C:23]=2[CH2:22][CH2:21][CH2:20]1)=[O:7])([CH3:4])([CH3:2])[CH3:3]. The yield is 0.960. (6) The reactants are [CH2:1]([O:3][C@H:4]([C:17]([O:19][CH2:20][CH3:21])=[O:18])[CH2:5][C:6]1[CH:16]=[CH:15][C:9]([O:10][CH2:11][C:12]([OH:14])=O)=[CH:8][CH:7]=1)[CH3:2].[CH3:22][NH:23][CH2:24][C:25]1[CH:30]=[CH:29][CH:28]=[CH:27][CH:26]=1.F[B-](F)(F)F.N1(OC(N(C)C)=[N+](C)C)C2C=CC=CC=2N=N1. The catalyst is C(Cl)Cl. The product is [CH2:24]([N:23]([CH3:22])[C:12](=[O:14])[CH2:11][O:10][C:9]1[CH:8]=[CH:7][C:6]([CH2:5][C@H:4]([O:3][CH2:1][CH3:2])[C:17]([O:19][CH2:20][CH3:21])=[O:18])=[CH:16][CH:15]=1)[C:25]1[CH:30]=[CH:29][CH:28]=[CH:27][CH:26]=1. The yield is 0.430.